This data is from Forward reaction prediction with 1.9M reactions from USPTO patents (1976-2016). The task is: Predict the product of the given reaction. Given the reactants [CH3:1][C:2]1([CH3:25])[N:11]2[C:12]3[CH2:17][CH2:16][N:15]([C:18]([O:20][CH2:21][CH3:22])=[O:19])[CH2:14][C:13]=3[C:9]3[C:10]2=[C:5]([CH:6]=[CH:7][CH:8]=3)[N:4]([CH3:23])[C:3]1=O.Cl.O, predict the reaction product. The product is: [CH2:21]([O:20][C:18]([N:15]1[CH2:16][CH2:17][C:12]2[N:11]3[C:10]4[C:9]([C:13]=2[CH2:14]1)=[CH:8][CH:7]=[CH:6][C:5]=4[N:4]([CH3:23])[CH2:3][C:2]3([CH3:1])[CH3:25])=[O:19])[CH3:22].